Dataset: Reaction yield outcomes from USPTO patents with 853,638 reactions. Task: Predict the reaction yield, written as a fraction of the theoretical maximum amount of product (1.0 means a 100% yield; for example, 0.34 means a 34% yield). The reactants are [Br:1][C:2]1[C:7]2[O:8][CH2:9][C:10](=[O:12])[NH:11][C:6]=2[CH:5]=[CH:4][CH:3]=1.CI.[C:15](=O)([O-])[O-].[K+].[K+]. The catalyst is CN(C=O)C. The product is [Br:1][C:2]1[C:7]2[O:8][CH2:9][C:10](=[O:12])[N:11]([CH3:15])[C:6]=2[CH:5]=[CH:4][CH:3]=1. The yield is 0.820.